Dataset: Reaction yield outcomes from USPTO patents with 853,638 reactions. Task: Predict the reaction yield, written as a fraction of the theoretical maximum amount of product (1.0 means a 100% yield; for example, 0.34 means a 34% yield). (1) The reactants are [N:1]1[CH:6]=[CH:5][CH:4]=[CH:3][C:2]=1[CH2:7][NH:8][S:9]([C:12]1[CH:17]=[CH:16][C:15]([CH2:18][NH:19][CH:20]2[C:29]3[N:28]=[CH:27][CH:26]=[CH:25][C:24]=3[CH2:23][CH2:22][CH2:21]2)=[CH:14][CH:13]=1)(=[O:11])=[O:10].[CH3:30][Si:31]([CH3:48])([CH3:47])[CH2:32][CH2:33][O:34][CH2:35][N:36]1[C:40]2[CH:41]=[CH:42][CH:43]=[CH:44][C:39]=2[N:38]=[C:37]1[CH:45]=O.[BH-](OC(C)=O)(OC(C)=O)OC(C)=O.[Na+]. No catalyst specified. The product is [N:1]1[CH:6]=[CH:5][CH:4]=[CH:3][C:2]=1[CH2:7][NH:8][S:9]([C:12]1[CH:13]=[CH:14][C:15]([CH2:18][N:19]([CH:20]2[C:29]3[N:28]=[CH:27][CH:26]=[CH:25][C:24]=3[CH2:23][CH2:22][CH2:21]2)[CH2:45][C:37]2[N:36]([CH2:35][O:34][CH2:33][CH2:32][Si:31]([CH3:30])([CH3:47])[CH3:48])[C:40]3[CH:41]=[CH:42][CH:43]=[CH:44][C:39]=3[N:38]=2)=[CH:16][CH:17]=1)(=[O:10])=[O:11]. The yield is 0.500. (2) The reactants are [N+:1]([O-:4])(O)=[O:2].[F:5][C:6]1[CH:7]=[CH:8][C:9]([OH:15])=[C:10]([C:12](=[O:14])[CH3:13])[CH:11]=1. The catalyst is C(O)(=O)C. The product is [F:5][C:6]1[CH:7]=[C:8]([N+:1]([O-:4])=[O:2])[C:9]([OH:15])=[C:10]([C:12](=[O:14])[CH3:13])[CH:11]=1. The yield is 0.985. (3) The reactants are [NH:1]([C:3]1[CH:11]=[CH:10][C:6]([C:7]([OH:9])=[O:8])=[CH:5][CH:4]=1)[NH2:2].[C:12]([CH2:15][C:16](=O)[CH3:17])(=O)[CH3:13]. The catalyst is C(O)C. The product is [CH3:13][C:12]1[CH:15]=[C:16]([CH3:17])[N:1]([C:3]2[CH:4]=[CH:5][C:6]([C:7]([OH:9])=[O:8])=[CH:10][CH:11]=2)[N:2]=1. The yield is 0.830. (4) The reactants are C([N:8]1[C:13]2[CH:14]=[CH:15][CH:16]=[CH:17][C:12]=2[C:11](=[O:18])[CH2:10][S:9]1(=[O:20])=[O:19])C1C=CC=CC=1.[C:21]([O:25][C:26]([N:28]1[CH2:33][CH2:32][C:31](=O)[CH2:30][CH2:29]1)=[O:27])([CH3:24])([CH3:23])[CH3:22].N1CCCCC1.[H][H]. The catalyst is N1C=CC=CC=1. The product is [C:21]([O:25][C:26]([N:28]1[CH2:33][CH2:32][CH:31]([CH:10]2[C:11](=[O:18])[C:12]3[CH:17]=[CH:16][CH:15]=[CH:14][C:13]=3[NH:8][S:9]2(=[O:19])=[O:20])[CH2:30][CH2:29]1)=[O:27])([CH3:24])([CH3:22])[CH3:23]. The yield is 0.240.